From a dataset of Catalyst prediction with 721,799 reactions and 888 catalyst types from USPTO. Predict which catalyst facilitates the given reaction. (1) Reactant: [CH3:1][O:2][C:3]1[CH:8]=[C:7](/[CH:9]=[CH:10]\[N+:11]([O-])=O)[CH:6]=[CH:5][C:4]=1[C:14]1[CH:19]=[CH:18][CH:17]=[CH:16][N:15]=1.[Si]([N:24]=[N+:25]=[N-])(C)(C)C.CCCC[N+](CCCC)(CCCC)CCCC.[F-]. Product: [CH3:1][O:2][C:3]1[CH:8]=[C:7]([C:9]2[N:24]=[N:25][NH:11][CH:10]=2)[CH:6]=[CH:5][C:4]=1[C:14]1[CH:19]=[CH:18][CH:17]=[CH:16][N:15]=1. The catalyst class is: 3. (2) Reactant: [Cl:1][C:2]1[CH:7]=[CH:6][C:5]([CH2:8][C:9]2[C:18]3[C:13](=[CH:14][CH:15]=[CH:16][CH:17]=3)[C:12](=[O:19])[N:11]([CH2:20][C@@H:21]3[CH2:25][CH2:24][CH2:23][N:22]3[CH2:26][CH2:27][CH2:28][CH2:29][C:30]3[CH:35]=[CH:34][C:33]([O:36]C)=[CH:32][CH:31]=3)[N:10]=2)=[CH:4][CH:3]=1.B(Br)(Br)Br. Product: [Cl:1][C:2]1[CH:7]=[CH:6][C:5]([CH2:8][C:9]2[C:18]3[C:13](=[CH:14][CH:15]=[CH:16][CH:17]=3)[C:12](=[O:19])[N:11]([CH2:20][C@@H:21]3[CH2:25][CH2:24][CH2:23][N:22]3[CH2:26][CH2:27][CH2:28][CH2:29][C:30]3[CH:31]=[CH:32][C:33]([OH:36])=[CH:34][CH:35]=3)[N:10]=2)=[CH:4][CH:3]=1. The catalyst class is: 2. (3) Reactant: [F:1][CH:2]([F:28])[CH2:3][C:4]1[CH:9]=[CH:8][C:7]([CH:10]2[CH2:15][CH:14]([C:16]3[O:20][N:19]=[C:18]([CH2:21][CH2:22][O:23][CH3:24])[N:17]=3)[CH2:13][N:12](C(=O)C)[CH2:11]2)=[CH:6][CH:5]=1.Cl. Product: [F:28][CH:2]([F:1])[CH2:3][C:4]1[CH:9]=[CH:8][C:7]([CH:10]2[CH2:15][CH:14]([C:16]3[O:20][N:19]=[C:18]([CH2:21][CH2:22][O:23][CH3:24])[N:17]=3)[CH2:13][NH:12][CH2:11]2)=[CH:6][CH:5]=1. The catalyst class is: 40. (4) Reactant: [N+:1]([C:4]1[CH:5]=[C:6]([CH2:10][C:11]([OH:13])=O)[CH:7]=[CH:8][CH:9]=1)([O-:3])=[O:2].CN(C=O)C.C(Cl)(=O)C(Cl)=O.[NH:25]1[CH2:30][CH2:29][O:28][CH2:27][CH2:26]1. Product: [N:25]1([C:11](=[O:13])[CH2:10][C:6]2[CH:7]=[CH:8][CH:9]=[C:4]([N+:1]([O-:3])=[O:2])[CH:5]=2)[CH2:30][CH2:29][O:28][CH2:27][CH2:26]1. The catalyst class is: 2. (5) Reactant: [Br:1][C:2]1[CH:3]=[C:4]([F:15])[C:5]([C:13]#[N:14])=[C:6]([NH:8][CH2:9][C:10]([NH2:12])=[O:11])[CH:7]=1.CC[O-].[Na+]. Product: [NH2:14][C:13]1[C:5]2[C:6](=[CH:7][C:2]([Br:1])=[CH:3][C:4]=2[F:15])[NH:8][C:9]=1[C:10]([NH2:12])=[O:11]. The catalyst class is: 41. (6) Reactant: [OH:1][C:2]1[CH:3]=[C:4]([CH:8]([CH3:11])[C:9]#[N:10])[CH:5]=[CH:6][CH:7]=1.N1C=CC=CC=1.[CH3:18][O:19][C:20]1[CH:25]=[CH:24][CH:23]=[CH:22][C:21]=1B(O)O.Cl. Product: [CH3:18][O:19][C:20]1[CH:25]=[CH:24][CH:23]=[CH:22][C:21]=1[O:1][C:2]1[CH:3]=[C:4]([CH:8]([CH3:11])[C:9]#[N:10])[CH:5]=[CH:6][CH:7]=1. The catalyst class is: 2. (7) Reactant: [C:1]1([Mg]Br)[CH:6]=[CH:5]C=[CH:3][CH:2]=1.C(OCC)C.[CH2:14]([O:16][C:17](=[O:27])[C:18]1[CH:23]=[CH:22][C:21]([Br:24])=[C:20]([CH3:25])[C:19]=1I)[CH3:15].[Li+].[Cl-].C(=O)C1C=CC=CC=1. Product: [Br:24][C:21]1[C:20]([CH3:25])=[C:19]2[C:18](=[CH:23][CH:22]=1)[C:17](=[O:27])[O:16][CH:14]2[C:15]1[CH:5]=[CH:6][CH:1]=[CH:2][CH:3]=1. The catalyst class is: 683. (8) Reactant: [H-].[Na+].[N+:3]([C:6]1[N:7]=[C:8]2[N:13]([CH:14]=1)[CH2:12][C@H:11]([OH:15])[CH2:10][O:9]2)([O-:5])=[O:4].[Cl:16][C:17]1[CH:22]=[N:21][C:20]([CH2:23]I)=[CH:19][N:18]=1. Product: [Cl:16][C:17]1[N:18]=[CH:19][C:20]([CH2:23][O:15][C@@H:11]2[CH2:10][O:9][C:8]3=[N:7][C:6]([N+:3]([O-:5])=[O:4])=[CH:14][N:13]3[CH2:12]2)=[N:21][CH:22]=1. The catalyst class is: 3. (9) Reactant: [Br:1][C:2]1[CH:7]=[CH:6][C:5]([C@:8]2([C:31]([F:34])([F:33])[F:32])[C:18]#[C:17][CH2:16][S:15][CH2:14][C@@H:13]([C:19](N(OC)C)=[O:20])[NH:12][C:11](=[O:25])[C@H:10]([CH2:26][C:27](F)([CH3:29])[CH3:28])[NH:9]2)=[CH:4][CH:3]=1.[CH3:35][Mg+].[Br-].[NH4+].[Cl-]. Product: [C:19]([C@H:13]1[NH:12][C:11](=[O:25])[C@H:10]([CH2:26][C:27]([CH3:28])=[CH2:29])[NH:9][C@@:8]([C:5]2[CH:4]=[CH:3][C:2]([Br:1])=[CH:7][CH:6]=2)([C:31]([F:34])([F:32])[F:33])[C:18]#[C:17][CH2:16][S:15][CH2:14]1)(=[O:20])[CH3:35]. The catalyst class is: 1.